From a dataset of Full USPTO retrosynthesis dataset with 1.9M reactions from patents (1976-2016). Predict the reactants needed to synthesize the given product. Given the product [C:16]1([C:32]2[CH:37]=[CH:36][CH:35]=[CH:34][CH:33]=2)[CH:21]=[CH:20][CH:19]=[CH:18][C:17]=1[C:22]([N:13]1[CH2:12][CH:11]2[CH:14]1[CH2:15][N:9]([C:4]1[N:5]=[C:6]([CH3:8])[CH:7]=[C:2]([CH3:1])[N:3]=1)[CH2:10]2)=[O:23], predict the reactants needed to synthesize it. The reactants are: [CH3:1][C:2]1[CH:7]=[C:6]([CH3:8])[N:5]=[C:4]([N:9]2[CH2:15][CH:14]3[CH:11]([CH2:12][NH:13]3)[CH2:10]2)[N:3]=1.[C:16]1([C:32]2[CH:37]=[CH:36][CH:35]=[CH:34][CH:33]=2)[CH:21]=[CH:20][CH:19]=[CH:18][C:17]=1[C:22](N1C2C(CCNC2)C1)=[O:23].ClC1N=C(C)C=C(C)N=1.ClC1C=NC2C(=CC=CC=2)N=1.